Predict which catalyst facilitates the given reaction. From a dataset of Catalyst prediction with 721,799 reactions and 888 catalyst types from USPTO. (1) The catalyst class is: 12. Product: [CH3:11][N:12]([CH2:13][C:14]1[CH:19]=[CH:18][N:17]=[CH:16][CH:15]=1)[C:3]1[N:8]=[CH:7][C:6]([C:9]#[N:10])=[CH:5][N:4]=1. Reactant: CS[C:3]1[N:8]=[CH:7][C:6]([C:9]#[N:10])=[CH:5][N:4]=1.[CH3:11][NH:12][CH2:13][C:14]1[CH:19]=[CH:18][N:17]=[CH:16][CH:15]=1. (2) Reactant: [CH:1]1([NH2:4])[CH2:3][CH2:2]1.[CH3:5][O:6][C:7]1[N:12]=[C:11]2[C:13]([C:17]3[N:27]([S:28]([C:31]4[CH:36]=[CH:35][C:34]([CH3:37])=[CH:33][CH:32]=4)(=[O:30])=[O:29])[C:20]4[N:21]=[CH:22][CH:23]=[C:24]([CH:25]=O)[C:19]=4[CH:18]=3)=[CH:14][N:15]([CH3:16])[C:10]2=[CH:9][C:8]=1[O:38][CH3:39].S([O-])([O-])(=O)=O.[Na+].[Na+].[BH4-].[Na+]. Product: [CH:1]1([NH:4][CH2:25][C:24]2[CH:23]=[CH:22][N:21]=[C:20]3[N:27]([S:28]([C:31]4[CH:32]=[CH:33][C:34]([CH3:37])=[CH:35][CH:36]=4)(=[O:30])=[O:29])[C:17]([C:13]4[C:11]5=[N:12][C:7]([O:6][CH3:5])=[C:8]([O:38][CH3:39])[CH:9]=[C:10]5[N:15]([CH3:16])[CH:14]=4)=[CH:18][C:19]=23)[CH2:3][CH2:2]1. The catalyst class is: 98. (3) Reactant: Br[C:2]1[CH:7]=[CH:6][C:5]([S:8]([C:11]2([F:27])[CH2:16][CH2:15][N:14]([CH2:17][CH2:18][C:19]3[CH:24]=[CH:23][C:22]([F:25])=[CH:21][C:20]=3[F:26])[CH2:13][CH2:12]2)(=[O:10])=[O:9])=[CH:4][CH:3]=1.[CH3:28][N:29](C=O)C. Product: [F:26][C:20]1[CH:21]=[C:22]([F:25])[CH:23]=[CH:24][C:19]=1[CH2:18][CH2:17][N:14]1[CH2:15][CH2:16][C:11]([S:8]([C:5]2[CH:6]=[CH:7][C:2]([C:28]#[N:29])=[CH:3][CH:4]=2)(=[O:10])=[O:9])([F:27])[CH2:12][CH2:13]1. The catalyst class is: 507. (4) Reactant: [Br:1][C:2]1[CH:3]=[N:4][CH:5]=[C:6]([CH2:8]Cl)[CH:7]=1.[Cl:10][C:11]1[NH:16][C:15](=[O:17])[CH:14]=[CH:13][CH:12]=1.C([O-])([O-])=O.[K+].[K+].O. Product: [Br:1][C:2]1[CH:7]=[C:6]([CH2:8][O:17][C:15]2[CH:14]=[CH:13][CH:12]=[C:11]([Cl:10])[N:16]=2)[CH:5]=[N:4][CH:3]=1. The catalyst class is: 31. (5) Reactant: [Si]([O:18][CH2:19][CH2:20][C:21]1([C:43]2[CH:48]=[CH:47][CH:46]=[CH:45][CH:44]=2)[N:25]([C:26]2[S:27][C:28]3[CH2:29][NH:30][CH2:31][CH2:32][C:33]=3[N:34]=2)[N:24]=[C:23]([C:35]2[CH:40]=[C:39]([F:41])[CH:38]=[CH:37][C:36]=2[F:42])[S:22]1)(C(C)(C)C)(C1C=CC=CC=1)C1C=CC=CC=1.C=O.[C:51](O[BH-](OC(=O)C)OC(=O)C)(=O)C.[Na+].C([O-])([O-])=O.[Na+].[Na+]. Product: [F:42][C:36]1[CH:37]=[CH:38][C:39]([F:41])=[CH:40][C:35]=1[C:23]1[S:22][C:21]([CH2:20][CH2:19][OH:18])([C:43]2[CH:44]=[CH:45][CH:46]=[CH:47][CH:48]=2)[N:25]([C:26]2[S:27][C:28]3[CH2:29][N:30]([CH3:51])[CH2:31][CH2:32][C:33]=3[N:34]=2)[N:24]=1. The catalyst class is: 26. (6) Reactant: [Cl:1][C:2]1[CH:11]=[CH:10][C:9]2[N:8]=[C:7]([N:12]3[CH2:15][CH:14]([C:16]#[N:17])[CH2:13]3)[CH:6]=[CH:5][C:4]=2[C:3]=1[C:18]([NH:20][CH2:21][CH:22]1[CH2:27][CH2:26][CH2:25][CH2:24][CH2:23]1)=[O:19].C([Sn](=O)CCCC)CCC.[N:38]([Si](C)(C)C)=[N+:39]=[N-:40].CO. Product: [Cl:1][C:2]1[CH:11]=[CH:10][C:9]2[N:8]=[C:7]([N:12]3[CH2:15][CH:14]([C:16]4[NH:40][N:39]=[N:38][N:17]=4)[CH2:13]3)[CH:6]=[CH:5][C:4]=2[C:3]=1[C:18]([NH:20][CH2:21][CH:22]1[CH2:27][CH2:26][CH2:25][CH2:24][CH2:23]1)=[O:19]. The catalyst class is: 11. (7) Reactant: [CH3:1][O:2][C:3](=[O:18])[CH2:4][C:5]([C:7]1([NH:10][C:11]([O:13][C:14]([CH3:17])([CH3:16])[CH3:15])=[O:12])[CH2:9][CH2:8]1)=[O:6]. Product: [CH3:1][O:2][C:3](=[O:18])[CH2:4][CH:5]([C:7]1([NH:10][C:11]([O:13][C:14]([CH3:16])([CH3:15])[CH3:17])=[O:12])[CH2:9][CH2:8]1)[OH:6]. The catalyst class is: 5. (8) Reactant: [CH2:1]([N:8]1[CH2:13][CH2:12][N:11]([C:14]([O:16][C:17]([CH3:20])([CH3:19])[CH3:18])=[O:15])[C@H:10]([CH2:21][C:22]2[CH:27]=[CH:26][CH:25]=[CH:24][C:23]=2[OH:28])[CH2:9]1)[C:2]1[CH:7]=[CH:6][CH:5]=[CH:4][CH:3]=1.[C:29]1(B(O)O)[CH:34]=[CH:33][CH:32]=[CH:31][CH:30]=1.N1C=CC=CC=1.C(N(CC)CC)C. Product: [CH2:1]([N:8]1[CH2:13][CH2:12][N:11]([C:14]([O:16][C:17]([CH3:19])([CH3:20])[CH3:18])=[O:15])[C@H:10]([CH2:21][C:22]2[CH:27]=[CH:26][CH:25]=[CH:24][C:23]=2[O:28][C:29]2[CH:34]=[CH:33][CH:32]=[CH:31][CH:30]=2)[CH2:9]1)[C:2]1[CH:3]=[CH:4][CH:5]=[CH:6][CH:7]=1. The catalyst class is: 221. (9) Product: [Br:22][C:20]1[CH:19]=[CH:18][C:15]2[C:16]3[N:10]([CH2:11][CH2:12][O:13][C:14]=2[CH:21]=1)[CH:9]=[C:8]([C:6]1[N:33]([C:27]2[CH:28]=[CH:29][C:30]([F:32])=[CH:31][C:26]=2[F:25])[N:2]=[C:3]([CH3:4])[N:5]=1)[N:17]=3. The catalyst class is: 15. Reactant: C[N:2](C)/[C:3](=[N:5]/[C:6]([C:8]1[N:17]=[C:16]2[N:10]([CH2:11][CH2:12][O:13][C:14]3[CH:21]=[C:20]([Br:22])[CH:19]=[CH:18][C:15]=32)[CH:9]=1)=O)/[CH3:4].Cl.[F:25][C:26]1[CH:31]=[C:30]([F:32])[CH:29]=[CH:28][C:27]=1[NH:33]N. (10) Reactant: [Br:1][C:2]1[CH:7]=[N:6][C:5]([C:8]#[C:9][CH2:10][CH2:11][N:12]2[CH:16]=[N:15][CH:14]=[N:13]2)=[CH:4][N:3]=1. Product: [Br:1][C:2]1[CH:7]=[N:6][C:5]([CH2:8][CH2:9][CH2:10][CH2:11][N:12]2[CH:16]=[N:15][CH:14]=[N:13]2)=[CH:4][N:3]=1. The catalyst class is: 458.